From a dataset of Catalyst prediction with 721,799 reactions and 888 catalyst types from USPTO. Predict which catalyst facilitates the given reaction. Reactant: [OH:1][CH:2]([CH2:44][OH:45])[CH2:3][C:4]1[CH:9]=[C:8]([C:10]([F:13])([F:12])[F:11])[CH:7]=[CH:6][C:5]=1[C:14]1[C:23]2[C:18](=[CH:19][C:20]([S:24]([N:27](CC3C=CC(OC)=CC=3OC)[C:28]3[S:29][CH:30]=[CH:31][N:32]=3)(=[O:26])=[O:25])=[CH:21][CH:22]=2)[CH:17]=[CH:16][N:15]=1.[C:46]([OH:52])([C:48]([F:51])([F:50])[F:49])=[O:47]. The catalyst class is: 2. Product: [F:49][C:48]([F:51])([F:50])[C:46]([OH:52])=[O:47].[OH:1][CH:2]([CH2:44][OH:45])[CH2:3][C:4]1[CH:9]=[C:8]([C:10]([F:11])([F:12])[F:13])[CH:7]=[CH:6][C:5]=1[C:14]1[C:23]2[C:18](=[CH:19][C:20]([S:24]([NH:27][C:28]3[S:29][CH:30]=[CH:31][N:32]=3)(=[O:25])=[O:26])=[CH:21][CH:22]=2)[CH:17]=[CH:16][N:15]=1.